Task: Predict the product of the given reaction.. Dataset: Forward reaction prediction with 1.9M reactions from USPTO patents (1976-2016) (1) The product is: [CH:33]1([N:30]2[CH2:29][CH2:28][N:11]3[C:12]([CH2:16][C:17]4([C:22]5[CH:27]=[CH:26][CH:25]=[CH:24][CH:23]=5)[CH2:21][CH2:20][CH2:19][CH2:18]4)=[N:13][C:14](=[O:15])[C:9]([OH:8])=[C:10]3[C:31]2=[O:32])[CH2:34][CH2:35]1. Given the reactants C([O:8][C:9]1[C:14](=[O:15])[N:13]=[C:12]([CH2:16][C:17]2([C:22]3[CH:27]=[CH:26][CH:25]=[CH:24][CH:23]=3)[CH2:21][CH2:20][CH2:19][CH2:18]2)[N:11]2[CH2:28][CH2:29][N:30]([CH:33]3[CH2:35][CH2:34]3)[C:31](=[O:32])[C:10]=12)C1C=CC=CC=1, predict the reaction product. (2) Given the reactants [CH3:1][C:2]1[CH:7]=[C:6]([CH3:8])[CH:5]=[CH:4][C:3]=1[S:9]([NH:12][C:13]1[C:21]([O:22][C:23]2[CH:28]=[CH:27][C:26]([CH2:29][C:30]([O:32]C)=[O:31])=[CH:25][C:24]=2[O:34][CH3:35])=[CH:20][CH:19]=[C:18]2[C:14]=1[CH:15]=[C:16]([C:36]([F:39])([F:38])[F:37])[NH:17]2)(=[O:11])=[O:10].O[Li].O, predict the reaction product. The product is: [CH3:1][C:2]1[CH:7]=[C:6]([CH3:8])[CH:5]=[CH:4][C:3]=1[S:9]([NH:12][C:13]1[C:21]([O:22][C:23]2[CH:28]=[CH:27][C:26]([CH2:29][C:30]([OH:32])=[O:31])=[CH:25][C:24]=2[O:34][CH3:35])=[CH:20][CH:19]=[C:18]2[C:14]=1[CH:15]=[C:16]([C:36]([F:38])([F:39])[F:37])[NH:17]2)(=[O:11])=[O:10]. (3) Given the reactants Cl[C:2]1[CH:18]=[CH:17][C:5]([C:6]([NH:8][CH2:9][CH2:10][N:11]2[CH2:16][CH2:15][CH2:14][CH2:13][CH2:12]2)=[O:7])=[C:4]([NH:19][CH2:20][CH3:21])[N:3]=1.[NH2:22][C:23]1[CH:28]=[CH:27][C:26](B2OC(C)(C)C(C)(C)O2)=[CH:25][C:24]=1[F:38].COCCOC.C([O-])(O)=O.[Na+], predict the reaction product. The product is: [NH2:22][C:23]1[CH:28]=[CH:27][C:26]([C:2]2[CH:18]=[CH:17][C:5]([C:6]([NH:8][CH2:9][CH2:10][N:11]3[CH2:16][CH2:15][CH2:14][CH2:13][CH2:12]3)=[O:7])=[C:4]([NH:19][CH2:20][CH3:21])[N:3]=2)=[CH:25][C:24]=1[F:38]. (4) Given the reactants [CH3:1][O:2][C:3](=[O:34])[C:4]([NH:23]C(OCC1C=CC=CC=1)=O)=[CH:5][C:6]1[CH:11]=[CH:10][C:9]([O:12][CH3:13])=[C:8]([CH2:14][NH:15][C:16]([O:18][C:19]([CH3:22])([CH3:21])[CH3:20])=[O:17])[CH:7]=1, predict the reaction product. The product is: [CH3:1][O:2][C:3](=[O:34])[CH:4]([NH2:23])[CH2:5][C:6]1[CH:11]=[CH:10][C:9]([O:12][CH3:13])=[C:8]([CH2:14][NH:15][C:16]([O:18][C:19]([CH3:20])([CH3:21])[CH3:22])=[O:17])[CH:7]=1. (5) The product is: [C:20]([NH:28][C:29]1[CH:38]=[C:37]([C:8]2[CH:9]=[CH:10][C:5]([C:1]([CH3:4])([CH3:3])[CH3:2])=[CH:6][CH:7]=2)[CH:36]=[CH:35][C:30]=1[C:31]([OH:33])=[O:32])(=[O:27])[C:21]1[CH:22]=[CH:23][CH:24]=[CH:25][CH:26]=1. Given the reactants [C:1]([C:5]1[CH:10]=[CH:9][C:8](B(O)O)=[CH:7][CH:6]=1)([CH3:4])([CH3:3])[CH3:2].C(=O)([O-])[O-].[Na+].[Na+].[C:20]([NH:28][C:29]1[CH:38]=[C:37](Br)[CH:36]=[CH:35][C:30]=1[C:31]([O:33]C)=[O:32])(=[O:27])[C:21]1[CH:26]=[CH:25][CH:24]=[CH:23][CH:22]=1, predict the reaction product. (6) Given the reactants [CH3:1][C:2]1[CH:3]([C:10]2[CH:17]=[CH:16][CH:15]=[CH:14][C:11]=2[CH:12]=O)[C:4]([CH3:9])=[C:5]([CH3:8])[C:6]=1[CH3:7].[C:18]1([NH:24][NH2:25])[CH:23]=[CH:22][CH:21]=[CH:20][CH:19]=1, predict the reaction product. The product is: [C:18]1([NH:24][N:25]=[CH:12][C:11]2[CH:14]=[CH:15][CH:16]=[CH:17][C:10]=2[CH:3]2[C:2]([CH3:1])=[C:6]([CH3:7])[C:5]([CH3:8])=[C:4]2[CH3:9])[CH:23]=[CH:22][CH:21]=[CH:20][CH:19]=1. (7) Given the reactants [H-].[Na+].[CH3:3][O:4][C:5]1[CH:10]=[CH:9][CH:8]=[CH:7][C:6]=1[N:11]1[CH2:16][CH2:15][NH:14][CH2:13][CH2:12]1.Br[CH2:18][C:19]1[N:29]([CH2:30][C:31]([CH3:34])([CH3:33])[CH3:32])[C:22]2[N:23]=[C:24]([C:27]#[N:28])[N:25]=[CH:26][C:21]=2[CH:20]=1, predict the reaction product. The product is: [CH3:32][C:31]([CH3:34])([CH3:33])[CH2:30][N:29]1[C:22]2[N:23]=[C:24]([C:27]#[N:28])[N:25]=[CH:26][C:21]=2[CH:20]=[C:19]1[CH2:18][N:14]1[CH2:15][CH2:16][N:11]([C:6]2[CH:7]=[CH:8][CH:9]=[CH:10][C:5]=2[O:4][CH3:3])[CH2:12][CH2:13]1. (8) Given the reactants [PH2:1](=[O:3])[OH:2].[CH2:4]=[CH:5][C:6]1[CH:11]=[CH:10][CH:9]=[CH:8][CH:7]=1.C1(P(C2C=CC=CC=2)C2C3OC4C(=CC=CC=4P(C4C=CC=CC=4)C4C=CC=CC=4)C(C)(C)C=3C=CC=2)C=CC=CC=1.C1(P(C2C=CC=CC=2)(=O)O)C=CC=CC=1, predict the reaction product. The product is: [C:6]1([CH2:5][CH2:4][P:1]([OH:2])[OH:3])[CH:11]=[CH:10][CH:9]=[CH:8][CH:7]=1. (9) Given the reactants [CH3:1][C:2]1[CH:3]=[C:4]([CH:9]2[CH2:14][N:13]([C:15]([N:17]3[CH2:22][CH2:21][O:20][CH2:19][CH2:18]3)=[O:16])[CH2:12][CH:11]([C:23](O)=[O:24])[CH2:10]2)[CH:5]=[CH:6][C:7]=1[CH3:8].O[N:27]=[C:28]([NH2:33])[CH2:29][CH2:30][O:31][CH3:32], predict the reaction product. The product is: [CH3:1][C:2]1[CH:3]=[C:4]([CH:9]2[CH2:10][CH:11]([C:23]3[O:24][N:33]=[C:28]([CH2:29][CH2:30][O:31][CH3:32])[N:27]=3)[CH2:12][N:13]([C:15]([N:17]3[CH2:18][CH2:19][O:20][CH2:21][CH2:22]3)=[O:16])[CH2:14]2)[CH:5]=[CH:6][C:7]=1[CH3:8].